This data is from NCI-60 drug combinations with 297,098 pairs across 59 cell lines. The task is: Regression. Given two drug SMILES strings and cell line genomic features, predict the synergy score measuring deviation from expected non-interaction effect. (1) Drug 1: CC1=C(C=C(C=C1)C(=O)NC2=CC(=CC(=C2)C(F)(F)F)N3C=C(N=C3)C)NC4=NC=CC(=N4)C5=CN=CC=C5. Drug 2: CC1C(C(CC(O1)OC2CC(CC3=C2C(=C4C(=C3O)C(=O)C5=CC=CC=C5C4=O)O)(C(=O)C)O)N)O. Cell line: OVCAR-4. Synergy scores: CSS=21.5, Synergy_ZIP=0.673, Synergy_Bliss=1.75, Synergy_Loewe=-22.8, Synergy_HSA=-1.07. (2) Drug 1: CN1CCC(CC1)COC2=C(C=C3C(=C2)N=CN=C3NC4=C(C=C(C=C4)Br)F)OC. Drug 2: CCC1=C2CN3C(=CC4=C(C3=O)COC(=O)C4(CC)O)C2=NC5=C1C=C(C=C5)O. Cell line: PC-3. Synergy scores: CSS=24.9, Synergy_ZIP=-2.37, Synergy_Bliss=2.37, Synergy_Loewe=-4.17, Synergy_HSA=4.61. (3) Drug 1: C(=O)(N)NO. Synergy scores: CSS=0.558, Synergy_ZIP=-0.794, Synergy_Bliss=-3.10, Synergy_Loewe=-0.591, Synergy_HSA=-3.06. Drug 2: CN(C(=O)NC(C=O)C(C(C(CO)O)O)O)N=O. Cell line: OVCAR-4.